This data is from Reaction yield outcomes from USPTO patents with 853,638 reactions. The task is: Predict the reaction yield, written as a fraction of the theoretical maximum amount of product (1.0 means a 100% yield; for example, 0.34 means a 34% yield). (1) The reactants are [NH2:1][C:2]1[C:7]([C:8](=[O:18])[C:9]2[CH:14]=[C:13]([F:15])[CH:12]=[CH:11][C:10]=2[O:16][CH3:17])=[CH:6][N:5]=[C:4]([NH:19][CH:20]2[CH2:25][CH2:24][N:23]([S:26]([CH2:29][CH2:30][CH2:31][O:32]C(=O)C)(=[O:28])=[O:27])[CH2:22][CH2:21]2)[N:3]=1.[OH-].[K+].C(O)C.C(O)(=O)C. The catalyst is O. The product is [NH2:1][C:2]1[C:7]([C:8]([C:9]2[CH:14]=[C:13]([F:15])[CH:12]=[CH:11][C:10]=2[O:16][CH3:17])=[O:18])=[CH:6][N:5]=[C:4]([NH:19][CH:20]2[CH2:25][CH2:24][N:23]([S:26]([CH2:29][CH2:30][CH2:31][OH:32])(=[O:28])=[O:27])[CH2:22][CH2:21]2)[N:3]=1. The yield is 0.500. (2) The reactants are C([O:3][C:4](=[O:31])[C:5]([CH3:30])([O:23][C:24]1[CH:29]=[CH:28][CH:27]=[CH:26][CH:25]=1)[CH2:6][C:7]1[CH:12]=[CH:11][C:10]([O:13][CH2:14][CH2:15][CH:16]2[CH2:20][NH:19][C:18](=[O:21])[N:17]2[CH3:22])=[CH:9][CH:8]=1)C.[H-].[Na+].[CH3:34][O:35][C:36]1[CH:43]=[CH:42][CH:41]=[CH:40][C:37]=1[CH2:38]Cl.[OH-].[Na+]. The catalyst is CN(C=O)C.C(O)C. The product is [CH3:34][O:35][C:36]1[CH:43]=[CH:42][CH:41]=[CH:40][C:37]=1[CH2:38][N:19]1[CH2:20][CH:16]([CH2:15][CH2:14][O:13][C:10]2[CH:9]=[CH:8][C:7]([CH2:6][C:5]([CH3:30])([O:23][C:24]3[CH:25]=[CH:26][CH:27]=[CH:28][CH:29]=3)[C:4]([OH:31])=[O:3])=[CH:12][CH:11]=2)[N:17]([CH3:22])[C:18]1=[O:21]. The yield is 0.530. (3) The reactants are [N+:1]([C:4]1[CH:5]=[C:6]([N:10]2[CH2:15][CH2:14][O:13][CH2:12][CH2:11]2)[CH:7]=[CH:8][CH:9]=1)([O-])=O. The catalyst is [Pd].[C].CO.C(OCC)(=O)C. The product is [N:10]1([C:6]2[CH:5]=[C:4]([NH2:1])[CH:9]=[CH:8][CH:7]=2)[CH2:11][CH2:12][O:13][CH2:14][CH2:15]1. The yield is 1.00.